The task is: Predict the reactants needed to synthesize the given product.. This data is from Full USPTO retrosynthesis dataset with 1.9M reactions from patents (1976-2016). (1) The reactants are: [CH3:1][O:2][C:3]1[CH:12]=[CH:11][C:10]([S:13]([CH3:16])(=[O:15])=[O:14])=[CH:9][C:4]=1[C:5]([O:7]C)=[O:6].[OH-].[K+]. Given the product [CH3:1][O:2][C:3]1[CH:12]=[CH:11][C:10]([S:13]([CH3:16])(=[O:15])=[O:14])=[CH:9][C:4]=1[C:5]([OH:7])=[O:6], predict the reactants needed to synthesize it. (2) Given the product [CH2:20]([O:15][CH:11]([CH:8]1[CH2:9][CH2:10][C:5]2([O:4][CH2:3][CH2:2][O:1]2)[CH2:6][CH2:7]1)[CH2:12][CH:13]=[CH2:14])[CH:19]=[CH2:18], predict the reactants needed to synthesize it. The reactants are: [O:1]1[C:5]2([CH2:10][CH2:9][CH:8]([CH:11]([OH:15])[CH2:12][CH:13]=[CH2:14])[CH2:7][CH2:6]2)[O:4][CH2:3][CH2:2]1.[H-].[Na+].[CH2:18](Br)[CH:19]=[CH2:20]. (3) Given the product [Cl:1][C:2]1[CH:13]=[CH:12][C:5]([CH2:6][NH:7][C:8](=[O:11])[CH2:9][CH3:10])=[CH:4][C:3]=1[CH:14]=[O:15], predict the reactants needed to synthesize it. The reactants are: [Cl:1][C:2]1[CH:13]=[CH:12][C:5]([CH2:6][NH:7][C:8](=[O:11])[CH2:9][CH3:10])=[CH:4][C:3]=1[CH2:14][OH:15].